From a dataset of NCI-60 drug combinations with 297,098 pairs across 59 cell lines. Regression. Given two drug SMILES strings and cell line genomic features, predict the synergy score measuring deviation from expected non-interaction effect. (1) Drug 1: CC1=C(C(CCC1)(C)C)C=CC(=CC=CC(=CC(=O)O)C)C. Drug 2: C(=O)(N)NO. Cell line: NCI-H226. Synergy scores: CSS=2.42, Synergy_ZIP=-0.735, Synergy_Bliss=-1.63, Synergy_Loewe=0.668, Synergy_HSA=-0.999. (2) Drug 1: C1=CC(=CC=C1CCCC(=O)O)N(CCCl)CCCl. Drug 2: C1CC(=O)NC(=O)C1N2C(=O)C3=CC=CC=C3C2=O. Cell line: OVCAR-8. Synergy scores: CSS=11.2, Synergy_ZIP=-5.65, Synergy_Bliss=-6.53, Synergy_Loewe=-12.8, Synergy_HSA=-7.40. (3) Drug 1: CC1=C2C(C(=O)C3(C(CC4C(C3C(C(C2(C)C)(CC1OC(=O)C(C(C5=CC=CC=C5)NC(=O)C6=CC=CC=C6)O)O)OC(=O)C7=CC=CC=C7)(CO4)OC(=O)C)O)C)OC(=O)C. Drug 2: C1C(C(OC1N2C=NC(=NC2=O)N)CO)O. Cell line: SF-295. Synergy scores: CSS=7.66, Synergy_ZIP=-1.38, Synergy_Bliss=1.45, Synergy_Loewe=-2.94, Synergy_HSA=-1.02. (4) Drug 2: CCC1=C2CN3C(=CC4=C(C3=O)COC(=O)C4(CC)O)C2=NC5=C1C=C(C=C5)O. Drug 1: CC1OCC2C(O1)C(C(C(O2)OC3C4COC(=O)C4C(C5=CC6=C(C=C35)OCO6)C7=CC(=C(C(=C7)OC)O)OC)O)O. Synergy scores: CSS=38.9, Synergy_ZIP=-10.7, Synergy_Bliss=-5.14, Synergy_Loewe=-2.22, Synergy_HSA=2.57. Cell line: NCI-H522. (5) Drug 1: CC1=CC2C(CCC3(C2CCC3(C(=O)C)OC(=O)C)C)C4(C1=CC(=O)CC4)C. Drug 2: C(CN)CNCCSP(=O)(O)O. Cell line: OVCAR-5. Synergy scores: CSS=-2.89, Synergy_ZIP=2.21, Synergy_Bliss=3.28, Synergy_Loewe=0.423, Synergy_HSA=-0.0412. (6) Drug 1: C1=CC=C(C(=C1)C(C2=CC=C(C=C2)Cl)C(Cl)Cl)Cl. Drug 2: C1CN(P(=O)(OC1)NCCCl)CCCl. Cell line: OVCAR-5. Synergy scores: CSS=2.37, Synergy_ZIP=-0.471, Synergy_Bliss=0.182, Synergy_Loewe=1.16, Synergy_HSA=0.957.